Dataset: NCI-60 drug combinations with 297,098 pairs across 59 cell lines. Task: Regression. Given two drug SMILES strings and cell line genomic features, predict the synergy score measuring deviation from expected non-interaction effect. (1) Drug 1: C1CCN(CC1)CCOC2=CC=C(C=C2)C(=O)C3=C(SC4=C3C=CC(=C4)O)C5=CC=C(C=C5)O. Drug 2: C1=CC(=CC=C1CC(C(=O)O)N)N(CCCl)CCCl.Cl. Cell line: IGROV1. Synergy scores: CSS=15.6, Synergy_ZIP=-2.16, Synergy_Bliss=0.380, Synergy_Loewe=-5.96, Synergy_HSA=-1.96. (2) Drug 1: C(=O)(N)NO. Drug 2: CC1CCCC2(C(O2)CC(NC(=O)CC(C(C(=O)C(C1O)C)(C)C)O)C(=CC3=CSC(=N3)C)C)C. Cell line: SF-268. Synergy scores: CSS=31.0, Synergy_ZIP=0.454, Synergy_Bliss=1.05, Synergy_Loewe=-17.0, Synergy_HSA=2.42. (3) Drug 1: CN1CCC(CC1)COC2=C(C=C3C(=C2)N=CN=C3NC4=C(C=C(C=C4)Br)F)OC. Drug 2: CCCS(=O)(=O)NC1=C(C(=C(C=C1)F)C(=O)C2=CNC3=C2C=C(C=N3)C4=CC=C(C=C4)Cl)F. Cell line: NCI/ADR-RES. Synergy scores: CSS=3.89, Synergy_ZIP=-0.975, Synergy_Bliss=-0.918, Synergy_Loewe=-4.25, Synergy_HSA=-2.18. (4) Drug 1: CC1=C(C=C(C=C1)NC(=O)C2=CC=C(C=C2)CN3CCN(CC3)C)NC4=NC=CC(=N4)C5=CN=CC=C5. Drug 2: CCN(CC)CCNC(=O)C1=C(NC(=C1C)C=C2C3=C(C=CC(=C3)F)NC2=O)C. Cell line: DU-145. Synergy scores: CSS=-10.5, Synergy_ZIP=3.03, Synergy_Bliss=0.410, Synergy_Loewe=-9.17, Synergy_HSA=-8.28.